This data is from Blood-brain barrier permeability classification from the B3DB database. The task is: Regression/Classification. Given a drug SMILES string, predict its absorption, distribution, metabolism, or excretion properties. Task type varies by dataset: regression for continuous measurements (e.g., permeability, clearance, half-life) or binary classification for categorical outcomes (e.g., BBB penetration, CYP inhibition). Dataset: b3db_classification. The compound is O=C1CCCC(=O)C1C(=O)c1ccc(C(F)(F)F)cc1[N+](=O)[O-]. The result is 0 (does not penetrate BBB).